Dataset: NCI-60 drug combinations with 297,098 pairs across 59 cell lines. Task: Regression. Given two drug SMILES strings and cell line genomic features, predict the synergy score measuring deviation from expected non-interaction effect. (1) Drug 1: COC1=NC(=NC2=C1N=CN2C3C(C(C(O3)CO)O)O)N. Drug 2: CN(CCCl)CCCl.Cl. Cell line: HS 578T. Synergy scores: CSS=0.912, Synergy_ZIP=-0.249, Synergy_Bliss=0.864, Synergy_Loewe=0.292, Synergy_HSA=0.557. (2) Drug 1: CC1=C(C(=CC=C1)Cl)NC(=O)C2=CN=C(S2)NC3=CC(=NC(=N3)C)N4CCN(CC4)CCO. Drug 2: C1=NC2=C(N1)C(=S)N=CN2. Cell line: MDA-MB-435. Synergy scores: CSS=20.8, Synergy_ZIP=9.39, Synergy_Bliss=9.36, Synergy_Loewe=-7.75, Synergy_HSA=-0.883. (3) Drug 1: CN1CCC(CC1)COC2=C(C=C3C(=C2)N=CN=C3NC4=C(C=C(C=C4)Br)F)OC. Drug 2: CN(CCCl)CCCl.Cl. Cell line: SF-539. Synergy scores: CSS=3.61, Synergy_ZIP=-4.74, Synergy_Bliss=-2.19, Synergy_Loewe=-4.49, Synergy_HSA=-2.39. (4) Drug 1: CC1=CC=C(C=C1)C2=CC(=NN2C3=CC=C(C=C3)S(=O)(=O)N)C(F)(F)F. Drug 2: CC1=C(C(CCC1)(C)C)C=CC(=CC=CC(=CC(=O)O)C)C. Cell line: SR. Synergy scores: CSS=-1.67, Synergy_ZIP=1.05, Synergy_Bliss=-0.993, Synergy_Loewe=-5.20, Synergy_HSA=-4.26.